This data is from Full USPTO retrosynthesis dataset with 1.9M reactions from patents (1976-2016). The task is: Predict the reactants needed to synthesize the given product. (1) Given the product [CH3:44][O:43][C:37]1[CH:36]=[C:35]([CH2:34][CH2:33][N:16]([C@H:25]2[CH2:30][CH2:29][C@H:28]([CH3:31])[CH2:27][CH2:26]2)[C:14](=[O:15])[NH:13][C:11]2[S:12][C:8]([S:7][C:2]([CH3:6])([CH3:1])[C:3]([OH:5])=[O:4])=[CH:9][N:10]=2)[CH:40]=[CH:39][C:38]=1[O:41][CH3:42], predict the reactants needed to synthesize it. The reactants are: [CH3:1][C:2]([S:7][C:8]1[S:12][C:11]([NH:13][C:14]([N:16]([C@H:25]2[CH2:30][CH2:29][C@H:28]([CH3:31])[CH2:27][CH2:26]2)CCC2C=CC=CC=2)=[O:15])=[N:10][CH:9]=1)([CH3:6])[C:3]([OH:5])=[O:4].Br[CH2:33][CH2:34][C:35]1[CH:40]=[CH:39][C:38]([O:41][CH3:42])=[C:37]([O:43][CH3:44])[CH:36]=1.C(OC(=O)C(SC1SC(N)=NC=1)(C)C)C. (2) Given the product [OH:1][C:2]1[CH:3]=[C:4]([CH:9]=[C:10]([O:12][C@@H:13]([CH3:15])[CH2:39][O:40][CH3:41])[CH:11]=1)[C:5]([OH:7])=[O:6], predict the reactants needed to synthesize it. The reactants are: [OH:1][C:2]1[CH:3]=[C:4]([CH:9]=[C:10]([O:12][C:13]([C:15]2C=CC=CC=2)=O)[CH:11]=1)[C:5]([O:7]C)=[O:6].C(=O)([O-])[O-].[Cs+].[Cs+].CC1C=CC(S(O[C@H](C)[CH2:39][O:40][CH3:41])(=O)=O)=CC=1.C(OC(C)C)(=O)C.S(=O)(=O)(O)O.[OH-].[Na+].Cl. (3) Given the product [CH3:9][O:8][C:6](=[O:7])[C:5]1[CH:4]=[CH:3][C:2]([O:1][CH2:24][C:23]2[CH:26]=[CH:27][C:20]([O:19][CH3:18])=[CH:21][CH:22]=2)=[CH:11][CH:10]=1, predict the reactants needed to synthesize it. The reactants are: [OH:1][C:2]1[CH:11]=[CH:10][C:5]([C:6]([O:8][CH3:9])=[O:7])=[CH:4][CH:3]=1.CC(C)([O-])C.[K+].[CH3:18][O:19][C:20]1[CH:27]=[CH:26][C:23]([CH2:24]Cl)=[CH:22][CH:21]=1.